This data is from Catalyst prediction with 721,799 reactions and 888 catalyst types from USPTO. The task is: Predict which catalyst facilitates the given reaction. (1) Reactant: C([O:9][CH2:10][CH2:11][N:12]1[C:20]2[C:19](Cl)=[N:18][CH:17]=[N:16][C:15]=2[CH:14]=[CH:13]1)(=O)C1C=CC=CC=1.[NH2:22][C:23]1[CH:24]=[C:25]([Cl:43])[C:26]([O:29][C:30]2[CH:31]=[C:32]([CH:40]=[CH:41][CH:42]=2)[C:33]([NH:35][C:36]([CH3:39])([CH3:38])[CH3:37])=[O:34])=[N:27][CH:28]=1.[OH-].[Na+]. Product: [C:36]([NH:35][C:33](=[O:34])[C:32]1[CH:40]=[CH:41][CH:42]=[C:30]([O:29][C:26]2[C:25]([Cl:43])=[CH:24][C:23]([NH:22][C:19]3[C:20]4[N:12]([CH2:11][CH2:10][OH:9])[CH:13]=[CH:14][C:15]=4[N:16]=[CH:17][N:18]=3)=[CH:28][N:27]=2)[CH:31]=1)([CH3:39])([CH3:37])[CH3:38]. The catalyst class is: 32. (2) Reactant: [CH2:1]([N:8]1[CH2:27][C@@H:26]([C:28]2[CH:33]=[CH:32][C:31](Br)=[CH:30][CH:29]=2)[C@:10]2([N:14]([CH3:15])[C:13](=[O:16])[N:12]([C:17]3[CH:22]=[C:21]([Cl:23])[CH:20]=[C:19]([Cl:24])[CH:18]=3)[C:11]2=[O:25])[CH2:9]1)[C:2]1[CH:7]=[CH:6][CH:5]=[CH:4][CH:3]=1.C[Sn](C)(C)[C:37]1[CH:38]=[N:39][CH:40]=[N:41][CH:42]=1. Product: [CH2:1]([N:8]1[CH2:27][C@@H:26]([C:28]2[CH:33]=[CH:32][C:31]([C:37]3[CH:38]=[N:39][CH:40]=[N:41][CH:42]=3)=[CH:30][CH:29]=2)[C@:10]2([N:14]([CH3:15])[C:13](=[O:16])[N:12]([C:17]3[CH:22]=[C:21]([Cl:23])[CH:20]=[C:19]([Cl:24])[CH:18]=3)[C:11]2=[O:25])[CH2:9]1)[C:2]1[CH:7]=[CH:6][CH:5]=[CH:4][CH:3]=1. The catalyst class is: 109. (3) Reactant: [OH:1][C:2]1[C:3](=[O:10])[CH:4]=[C:5]([CH2:8][OH:9])[O:6][CH:7]=1.CC(C)([O-])C.[K+].[CH3:17][O:18][C:19]1[CH:26]=[CH:25][C:22]([CH2:23]Cl)=[CH:21][CH:20]=1. Product: [OH:9][CH2:8][C:5]1[O:6][CH:7]=[C:2]([O:1][CH2:23][C:22]2[CH:25]=[CH:26][C:19]([O:18][CH3:17])=[CH:20][CH:21]=2)[C:3](=[O:10])[CH:4]=1. The catalyst class is: 9. (4) The catalyst class is: 116. Reactant: Br[C:2]1[CH:7]=[CH:6][C:5]([F:8])=[CH:4][C:3]=1[CH3:9].C([Li])CCC.CN([CH:18]=[O:19])C.Cl. Product: [F:8][C:5]1[CH:6]=[CH:7][C:2]([CH:18]=[O:19])=[C:3]([CH3:9])[CH:4]=1.